From a dataset of Reaction yield outcomes from USPTO patents with 853,638 reactions. Predict the reaction yield, written as a fraction of the theoretical maximum amount of product (1.0 means a 100% yield; for example, 0.34 means a 34% yield). The reactants are C1[CH:5]2[CH:6]3[CH:10]=[CH:9][CH:8]([CH:4]2[CH:3]=C1)[CH2:7]3.C([OH:14])C=C. No catalyst specified. The product is [CH:8]12[CH2:7][CH:6]([CH:10]=[CH:9]1)[CH2:5][CH:4]2[CH2:3][OH:14]. The yield is 0.520.